Dataset: Experimentally validated miRNA-target interactions with 360,000+ pairs, plus equal number of negative samples. Task: Binary Classification. Given a miRNA mature sequence and a target amino acid sequence, predict their likelihood of interaction. The miRNA is hsa-miR-6892-3p with sequence UCCCUCUCCCACCCCUUGCAG. The protein sequence of the target gene is MNILPKKSWHVRNKDNVARVRRDEAQAREEEKERERRVLLAQQEARTEFLRKKARHQNSLPELEAAEAGAPGSGPVDLFRELLEEGKGVIRGNKEYEEEKRQEKERQEKALGILTYLGQSAAEAQTQPPWYQLPPGRGGPPPGPAPDEKIKSRLDPLREMQKHLGKKRQHGGDEGSRSRKEKEGSEKQRPKEPPSLDQLRAERLRREAAERSRAEALLARVQGRALQEGQPEEDETDDRRRRYNSQFNPQLARRPRQQDPHLTH. Result: 0 (no interaction).